This data is from Tyrosyl-DNA phosphodiesterase HTS with 341,365 compounds. The task is: Binary Classification. Given a drug SMILES string, predict its activity (active/inactive) in a high-throughput screening assay against a specified biological target. (1) The drug is O(CC(=O)N1CCc2c(C1)cccc2)C(=O)Cn1c2c(nc1)cccc2. The result is 0 (inactive). (2) The molecule is Clc1c([N+]([O-])=O)cc(NC(=O)C2CN(C(C)C)C(=O)C2)cc1. The result is 0 (inactive). (3) The molecule is O=C(Nc1n(ncc1)C1CCN(CC1)Cc1ccncc1)c1c(cccc1)C. The result is 0 (inactive).